From a dataset of Reaction yield outcomes from USPTO patents with 853,638 reactions. Predict the reaction yield, written as a fraction of the theoretical maximum amount of product (1.0 means a 100% yield; for example, 0.34 means a 34% yield). (1) The reactants are C([N:8]1[CH2:14][C:13]2[N:15]=[CH:16][C:17]([CH:19]3[CH2:21][CH2:20]3)=[N:18][C:12]=2[O:11][CH2:10][CH2:9]1)C1C=CC=CC=1.[Cl:22]C(OC(Cl)C)=O. The catalyst is C1(C)C=CC=CC=1. The product is [ClH:22].[CH:19]1([C:17]2[CH:16]=[N:15][C:13]3[CH2:14][NH:8][CH2:9][CH2:10][O:11][C:12]=3[N:18]=2)[CH2:21][CH2:20]1. The yield is 0.160. (2) The reactants are [C:1]([C:3]1[CH:8]=[C:7]([F:9])[CH:6]=[CH:5][C:4]=1[C:10]1[CH:15]=[CH:14][C:13]([CH2:16][CH:17]([C:23](=O)[CH2:24][CH2:25][CH3:26])[C:18](OCC)=[O:19])=[CH:12][CH:11]=1)#[N:2].[O:28]1[C:32]2([CH2:37][CH2:36][CH:35]([NH:38][C:39]3[NH:43][C:42]([CH3:44])=[N:41][N:40]=3)[CH2:34][CH2:33]2)[O:31][CH2:30][CH2:29]1.N12CCCN=C1CCCCC2.C(N(CC)C1C=CC=CC=1)C. The catalyst is C(OCC)(=O)C. The product is [O:28]1[C:32]2([CH2:33][CH2:34][CH:35]([N:38]3[C:18](=[O:19])[C:17]([CH2:16][C:13]4[CH:12]=[CH:11][C:10]([C:4]5[C:3]([C:1]#[N:2])=[CH:8][C:7]([F:9])=[CH:6][CH:5]=5)=[CH:15][CH:14]=4)=[C:23]([CH2:24][CH2:25][CH3:26])[N:40]4[N:41]=[C:42]([CH3:44])[N:43]=[C:39]34)[CH2:36][CH2:37]2)[O:31][CH2:30][CH2:29]1. The yield is 0.480. (3) The reactants are [O:1]=[C:2]([C:6]1[CH:11]=[CH:10][CH:9]=[CH:8][CH:7]=1)[CH2:3][C:4]#[N:5].[OH-].[Na+].Cl.[NH2:15]O.Cl. The catalyst is O.CCO. The product is [C:6]1([C:2]2[O:1][N:5]=[C:4]([NH2:15])[CH:3]=2)[CH:11]=[CH:10][CH:9]=[CH:8][CH:7]=1. The yield is 0.680. (4) The reactants are [Cl:1][C:2]1[N:7]=[CH:6][C:5]2[C:8]([I:11])=[CH:9][NH:10][C:4]=2[CH:3]=1.C(=O)([O-])[O-].[Cs+].[Cs+].FC(F)(S(O[CH:21]([CH3:20])[C:22]([F:25])([F:24])[F:23])(=O)=O)[C:20](F)(F)[C:21](F)(F)[C:22]([F:25])([F:24])[F:23]. The catalyst is CN(C)C=O.O. The product is [Cl:1][C:2]1[N:7]=[CH:6][C:5]2[C:8]([I:11])=[CH:9][N:10]([CH:21]([CH3:20])[C:22]([F:25])([F:24])[F:23])[C:4]=2[CH:3]=1. The yield is 0.630. (5) The reactants are C(OC(=O)NCC1C=CC2N(CCCCO)C(CN3C4C(=CC=CC=4)C(=O)N(C4CC4)C3=O)=NC=2C=1)(C)(C)C.[C:40]([O:44][C:45]([NH:47][CH2:48][C:49]1[CH:80]=[CH:79][C:52]2[N:53]([CH2:68][CH2:69][CH2:70][CH2:71][O:72]C(=O)C(C)(C)C)[C:54]([CH2:56][N:57]3[C:65]4[C:60](=[CH:61][CH:62]=[CH:63][CH:64]=4)[C:59]([CH:66]=[CH2:67])=[N:58]3)=[N:55][C:51]=2[CH:50]=1)=[O:46])([CH3:43])([CH3:42])[CH3:41]. No catalyst specified. The product is [C:40]([O:44][C:45](=[O:46])[NH:47][CH2:48][C:49]1[CH:80]=[CH:79][C:52]2[N:53]([CH2:68][CH2:69][CH2:70][CH2:71][OH:72])[C:54]([CH2:56][N:57]3[C:65]4[C:60](=[CH:61][CH:62]=[CH:63][CH:64]=4)[C:59]([CH:66]=[CH2:67])=[N:58]3)=[N:55][C:51]=2[CH:50]=1)([CH3:41])([CH3:42])[CH3:43]. The yield is 0.740. (6) The reactants are [CH3:1][O:2][C:3]1[CH:4]=[C:5]2[C:10](=[CH:11][C:12]=1[O:13][CH2:14][CH2:15][CH2:16][N:17]1[CH2:22][CH2:21][O:20][CH2:19][CH2:18]1)[N:9]=[CH:8][NH:7][C:6]2=O.P(Cl)(Cl)(Cl)=O.C(N(CC)CC)C.[Cl:36][C:37]1[CH:38]=[C:39]([CH:41]=[CH:42][C:43]=1[F:44])[NH2:40]. The catalyst is C(#N)C.C1(C)C=CC=CC=1. The product is [Cl:36][C:37]1[CH:38]=[C:39]([CH:41]=[CH:42][C:43]=1[F:44])[NH:40][C:6]1[C:5]2[C:10](=[CH:11][C:12]([O:13][CH2:14][CH2:15][CH2:16][N:17]3[CH2:22][CH2:21][O:20][CH2:19][CH2:18]3)=[C:3]([O:2][CH3:1])[CH:4]=2)[N:9]=[CH:8][N:7]=1. The yield is 0.710.